Dataset: Forward reaction prediction with 1.9M reactions from USPTO patents (1976-2016). Task: Predict the product of the given reaction. (1) The product is: [OH:18][CH2:17][CH:16]([O:15][NH:14][C:12](=[O:13])[O:11][C:7]([CH3:10])([CH3:9])[CH3:8])[CH3:22]. Given the reactants [H-].[H-].[H-].[H-].[Li+].[Al+3].[C:7]([O:11][C:12]([NH:14][O:15][CH:16]([CH3:22])[C:17](OCC)=[O:18])=[O:13])([CH3:10])([CH3:9])[CH3:8], predict the reaction product. (2) Given the reactants [CH:1]1([NH:4][C:5]([NH:7][C:8]2[C:9]([C:13]3[NH:17][C:16]4[CH:18]=[CH:19][C:20]([CH2:22][N:23]5[CH2:28][CH2:27][O:26][CH2:25][CH2:24]5)=[CH:21][C:15]=4[N:14]=3)=[N:10][NH:11][CH:12]=2)=[O:6])[CH2:3][CH2:2]1.[C:29]([OH:34])(=[O:33])[C@H:30]([CH3:32])[OH:31], predict the reaction product. The product is: [C:29]([OH:34])(=[O:33])[CH:30]([CH3:32])[OH:31].[CH:1]1([NH:4][C:5]([NH:7][C:8]2[C:9]([C:13]3[NH:17][C:16]4[CH:18]=[CH:19][C:20]([CH2:22][N:23]5[CH2:24][CH2:25][O:26][CH2:27][CH2:28]5)=[CH:21][C:15]=4[N:14]=3)=[N:10][NH:11][CH:12]=2)=[O:6])[CH2:3][CH2:2]1. (3) Given the reactants [SH2:1].[CH:2]([NH:6][C:7]1[C:12]([C:13]2[C:18]([F:19])=[CH:17][CH:16]=[CH:15][C:14]=2[Cl:20])=[C:11]([Cl:21])[N:10]=[C:9]([C:22]#[N:23])[N:8]=1)([CH2:4][CH3:5])[CH3:3].O.C(O)(=O)C, predict the reaction product. The product is: [CH:2]([NH:6][C:7]1[C:12]([C:13]2[C:18]([F:19])=[CH:17][CH:16]=[CH:15][C:14]=2[Cl:20])=[C:11]([Cl:21])[N:10]=[C:9]([C:22](=[S:1])[NH2:23])[N:8]=1)([CH2:4][CH3:5])[CH3:3]. (4) The product is: [Br:1][C:2]1[CH:7]=[CH:6][CH:5]=[CH:4][C:3]=1[NH:8][C:9](=[O:25])[NH:10][C:11]1[C:12]([O:23][CH3:24])=[N:13][C:14]([CH2:17][C:18]([OH:20])=[O:19])=[CH:15][CH:16]=1. Given the reactants [Br:1][C:2]1[CH:7]=[CH:6][CH:5]=[CH:4][C:3]=1[NH:8][C:9](=[O:25])[NH:10][C:11]1[C:12]([O:23][CH3:24])=[N:13][C:14]([CH2:17][C:18]([O:20]CC)=[O:19])=[CH:15][CH:16]=1.[OH-].[Na+].Cl, predict the reaction product. (5) Given the reactants [F:1][C:2]1[CH:7]=[CH:6][CH:5]=[CH:4][C:3]=1[OH:8].F[C:10]1[CH:15]=[CH:14][CH:13]=[CH:12][C:11]=1[N+:16]([O-:18])=[O:17].[F:19][C:20]1[CH:33]=[CH:32][CH:31]=[CH:30][C:21]=1[O:22][C:23]1[CH:29]=[CH:28][CH:27]=[CH:26][C:24]=1[NH2:25].[NH2:34][C:35]1[S:36][CH:37]=[CH:38][N:39]=1, predict the reaction product. The product is: [F:1][C:2]1[CH:7]=[CH:6][CH:5]=[CH:4][C:3]=1[O:8][C:10]1[CH:15]=[CH:14][CH:13]=[CH:12][C:11]=1[N+:16]([O-:18])=[O:17].[F:19][C:20]1[CH:33]=[CH:32][CH:31]=[CH:30][C:21]=1[O:22][C:23]1[CH:29]=[CH:28][CH:27]=[CH:26][C:24]=1[NH:25][C:3]([NH:34][C:35]1[S:36][CH:37]=[CH:38][N:39]=1)=[O:8]. (6) Given the reactants [CH3:1][O:2][C:3]([C:5]1[S:6][C:7]([S:23][CH3:24])=[C:8]([S:10]([C:13]2[CH:21]=[C:20]([Br:22])[C:16]3[N:17]=[CH:18][NH:19][C:15]=3[CH:14]=2)(=[O:12])=[O:11])[CH:9]=1)=[O:4].CI.[C:27]([O-])([O-])=O.[K+].[K+], predict the reaction product. The product is: [CH3:1][O:2][C:3]([C:5]1[S:6][C:7]([S:23][CH3:24])=[C:8]([S:10]([C:13]2[CH:21]=[C:20]([Br:22])[C:16]3[N:17]=[CH:18][N:19]([CH3:27])[C:15]=3[CH:14]=2)(=[O:11])=[O:12])[CH:9]=1)=[O:4].